This data is from Catalyst prediction with 721,799 reactions and 888 catalyst types from USPTO. The task is: Predict which catalyst facilitates the given reaction. (1) Reactant: [NH:1]1[C:9]2[C:4](=[CH:5][C:6]([S:10]([C:13]3[CH:14]=[C:15]([OH:33])[C:16]4[O:25][C:24]5[CH2:23][CH2:22][N:21]([C:26]([O:28][C:29]([CH3:32])([CH3:31])[CH3:30])=[O:27])[CH2:20][C:19]=5[C:17]=4[CH:18]=3)(=[O:12])=[O:11])=[CH:7][CH:8]=2)[CH:3]=[CH:2]1.[OH-].[Na+].Cl[C:37]([O:39][CH2:40][CH3:41])=[O:38]. Product: [CH2:40]([O:39][C:37]([N:1]1[C:9]2[C:4](=[CH:5][C:6]([S:10]([C:13]3[CH:14]=[C:15]([OH:33])[C:16]4[O:25][C:24]5[CH2:23][CH2:22][N:21]([C:26]([O:28][C:29]([CH3:30])([CH3:32])[CH3:31])=[O:27])[CH2:20][C:19]=5[C:17]=4[CH:18]=3)(=[O:12])=[O:11])=[CH:7][CH:8]=2)[CH:3]=[CH:2]1)=[O:38])[CH3:41]. The catalyst class is: 229. (2) Reactant: [Cl:1][C:2]1[CH:3]=[C:4]([C:15]([N:17]2[CH2:22][CH2:21][O:20][CH2:19][CH2:18]2)=[O:16])[CH:5]=[CH:6][C:7]=1[CH2:8][N:9]1[CH2:14][CH2:13][NH:12][CH2:11][CH2:10]1.[C:23](=O)([O:32]N1C(=O)CCC1=O)[O:24][N:25]1[C:29](=[O:30])[CH2:28][CH2:27][C:26]1=[O:31].C(N(CC)CC)C. Product: [Cl:1][C:2]1[CH:3]=[C:4]([C:15]([N:17]2[CH2:22][CH2:21][O:20][CH2:19][CH2:18]2)=[O:16])[CH:5]=[CH:6][C:7]=1[CH2:8][N:9]1[CH2:10][CH2:11][N:12]([C:23]([O:24][N:25]2[C:29](=[O:30])[CH2:28][CH2:27][C:26]2=[O:31])=[O:32])[CH2:13][CH2:14]1. The catalyst class is: 10. (3) Product: [CH3:33][C:34]([CH3:38])([CH3:37])[CH2:35][NH:1][CH2:2][C@H:3]([NH:9][C:10]([CH2:12][NH:13][C:14]([C:16]1[CH:21]=[C:20]([C:22]([F:25])([F:24])[F:23])[CH:19]=[CH:18][C:17]=1[NH:26][C:27]([N:29]1[CH2:32][CH2:31][CH2:30]1)=[O:28])=[O:15])=[O:11])[C@@H:4]([OH:8])[CH2:5][CH2:6][CH3:7]. Reactant: [NH2:1][CH2:2][C@H:3]([NH:9][C:10]([CH2:12][NH:13][C:14]([C:16]1[CH:21]=[C:20]([C:22]([F:25])([F:24])[F:23])[CH:19]=[CH:18][C:17]=1[NH:26][C:27]([N:29]1[CH2:32][CH2:31][CH2:30]1)=[O:28])=[O:15])=[O:11])[C@@H:4]([OH:8])[CH2:5][CH2:6][CH3:7].[CH3:33][C:34]([CH3:38])([CH3:37])[CH:35]=O.C(O[BH-](OC(=O)C)OC(=O)C)(=O)C.[Na+]. The catalyst class is: 68. (4) Reactant: Br[CH2:2][CH2:3][O:4][C:5]1[CH:6]=[CH:7][C:8]([C:21]2[NH:30][C:29](=[O:31])[C:28]3[C:23](=[CH:24][CH:25]=[CH:26][CH:27]=3)[N:22]=2)=[N:9][C:10]=1[C:11]1[CH:16]=[CH:15][C:14]([S:17]([CH3:20])(=[O:19])=[O:18])=[CH:13][CH:12]=1.[CH:32]([NH2:35])([CH3:34])[CH3:33]. Product: [CH:32]([NH:35][CH2:2][CH2:3][O:4][C:5]1[CH:6]=[CH:7][C:8]([C:21]2[NH:30][C:29](=[O:31])[C:28]3[C:23](=[CH:24][CH:25]=[CH:26][CH:27]=3)[N:22]=2)=[N:9][C:10]=1[C:11]1[CH:16]=[CH:15][C:14]([S:17]([CH3:20])(=[O:19])=[O:18])=[CH:13][CH:12]=1)([CH3:34])[CH3:33]. The catalyst class is: 16. (5) Reactant: [N:1]1([C:5]2[N:10]=[C:9]([CH2:11][N:12]3[C@@H:16]([CH3:17])[C@@H:15]([C:18]4[CH:23]=[C:22]([C:24]([F:27])([F:26])[F:25])[CH:21]=[C:20]([C:28]([F:31])([F:30])[F:29])[CH:19]=4)[O:14][C:13]3=[O:32])[C:8]([C:33]3[CH:34]=[C:35]([CH2:41][CH2:42][C:43](O)=[O:44])[CH:36]=[CH:37][C:38]=3[O:39][CH3:40])=[CH:7][CH:6]=2)[CH2:4][CH2:3][CH2:2]1.C(Cl)(=O)C(Cl)=O.C[N:53](C=O)C.[OH-].[NH4+]. Product: [N:1]1([C:5]2[N:10]=[C:9]([CH2:11][N:12]3[C@@H:16]([CH3:17])[C@@H:15]([C:18]4[CH:23]=[C:22]([C:24]([F:27])([F:25])[F:26])[CH:21]=[C:20]([C:28]([F:30])([F:31])[F:29])[CH:19]=4)[O:14][C:13]3=[O:32])[C:8]([C:33]3[CH:34]=[C:35]([CH2:41][CH2:42][C:43]([NH2:53])=[O:44])[CH:36]=[CH:37][C:38]=3[O:39][CH3:40])=[CH:7][CH:6]=2)[CH2:4][CH2:3][CH2:2]1. The catalyst class is: 2. (6) Reactant: C(OC([C@@:8]12[CH:15]=[CH:14][CH2:13][C@@H:12]1[CH2:11][N:10]([C:16]([O:18][CH2:19][C:20]1[CH:25]=[CH:24][CH:23]=[CH:22][CH:21]=1)=[O:17])[CH2:9]2)=O)(C)(C)C.FC(F)(F)C(O)=O.C([N:35](CC)CC)C.C1(P(N=[N+]=[N-])(C2C=CC=CC=2)=O)C=CC=CC=1.[C:57](O[C:57]([O:59][C:60]([CH3:63])([CH3:62])[CH3:61])=[O:58])([O:59][C:60]([CH3:63])([CH3:62])[CH3:61])=[O:58]. Product: [CH2:19]([O:18][C:16]([N:10]1[CH2:11][C@@H:12]2[C@@:8]([NH:35][C:57]([O:59][C:60]([CH3:63])([CH3:62])[CH3:61])=[O:58])([CH:15]=[CH:14][CH2:13]2)[CH2:9]1)=[O:17])[C:20]1[CH:21]=[CH:22][CH:23]=[CH:24][CH:25]=1. The catalyst class is: 4.